From a dataset of Rat liver microsome stability data. Regression/Classification. Given a drug SMILES string, predict its absorption, distribution, metabolism, or excretion properties. Task type varies by dataset: regression for continuous measurements (e.g., permeability, clearance, half-life) or binary classification for categorical outcomes (e.g., BBB penetration, CYP inhibition). Dataset: rlm. (1) The result is 0 (unstable in rat liver microsomes). The compound is C=C(C)[C@@H]1CC[C@]2(NCCN3CCS(=N)(=O)CC3)CC[C@]3(C)[C@H](CC[C@@H]4[C@@]5(C)CC=C(c6ccc(C(=O)O)cc6)C(C)(C)[C@@H]5CC[C@]43C)[C@@H]12. (2) The compound is CN1CCC(Oc2ccc(-c3[nH]nc4ccc(C(=O)NC(c5ccsc5)C5CCCC5)cc34)cc2)CC1. The result is 1 (stable in rat liver microsomes). (3) The compound is COC(=N)c1nc2ccc3ncnc(Nc4ccc(F)cc4Br)c3c2s1. The result is 0 (unstable in rat liver microsomes).